This data is from Forward reaction prediction with 1.9M reactions from USPTO patents (1976-2016). The task is: Predict the product of the given reaction. (1) Given the reactants [OH:1][C:2]1[CH:18]=[CH:17][CH:16]=[CH:15][C:3]=1[CH2:4][C:5]1[CH:14]=[CH:13][C:8]([C:9]([O:11][CH3:12])=[O:10])=[CH:7][CH:6]=1.C(=O)([O-])[O-].[K+].[K+].[CH2:25](Br)[C:26]1[CH:31]=[CH:30][CH:29]=[CH:28][CH:27]=1, predict the reaction product. The product is: [CH2:25]([O:1][C:2]1[CH:18]=[CH:17][CH:16]=[CH:15][C:3]=1[CH2:4][C:5]1[CH:14]=[CH:13][C:8]([C:9]([O:11][CH3:12])=[O:10])=[CH:7][CH:6]=1)[C:26]1[CH:31]=[CH:30][CH:29]=[CH:28][CH:27]=1. (2) Given the reactants Br[C:2]1[C:3]([Cl:9])=[N:4][C:5]([Cl:8])=[N:6][CH:7]=1.C([Mg]Cl)(C)C.[F:15][C:16]1[CH:17]=[C:18]([CH:25]=[O:26])[C:19]2[O:23][CH:22]=[CH:21][C:20]=2[CH:24]=1, predict the reaction product. The product is: [Cl:8][C:5]1[N:4]=[C:3]([Cl:9])[C:2]([CH:25]([C:18]2[C:19]3[O:23][CH:22]=[CH:21][C:20]=3[CH:24]=[C:16]([F:15])[CH:17]=2)[OH:26])=[CH:7][N:6]=1.